From a dataset of Full USPTO retrosynthesis dataset with 1.9M reactions from patents (1976-2016). Predict the reactants needed to synthesize the given product. (1) Given the product [CH2:58]([O:57][C:48]1([C:50]2[CH:55]=[CH:54][CH:53]=[CH:52][C:51]=2[CH3:56])[CH2:49][N:46]([C:44](=[O:45])[C@H:43]([NH:42][C:39](=[O:41])[CH2:38][CH2:37][C:33]2[N:34]=[CH:35][NH:36][C:32]=2[CH3:31])[CH2:62][C:63]2[CH:68]=[CH:67][C:66]([O:69][CH3:70])=[CH:65][CH:64]=2)[CH2:47]1)[C:59]#[C:60][CH3:61], predict the reactants needed to synthesize it. The reactants are: CN(C(ON1N=NC2C=CC=CC1=2)=[N+](C)C)C.[B-](F)(F)(F)F.C(N(CC)CC)C.Cl.[CH3:31][C:32]1[NH:36][CH:35]=[N:34][C:33]=1[CH2:37][CH2:38][C:39]([OH:41])=O.[NH2:42][C@H:43]([CH2:62][C:63]1[CH:68]=[CH:67][C:66]([O:69][CH3:70])=[CH:65][CH:64]=1)[C:44]([N:46]1[CH2:49][C:48]([O:57][CH2:58][C:59]#[C:60][CH3:61])([C:50]2[CH:55]=[CH:54][CH:53]=[CH:52][C:51]=2[CH3:56])[CH2:47]1)=[O:45].[OH-].[Na+]. (2) Given the product [CH:1]1([NH2:7])[CH2:6][CH2:5][CH2:4][CH2:3][CH2:2]1.[C:8]([O:12][C:13](=[O:28])[CH2:14][C@@H:15]([CH2:19][CH2:20][CH2:21][CH:22]1[CH2:23][CH2:24][CH2:25][CH2:26][CH2:27]1)[C:16]([OH:18])=[O:17])([CH3:11])([CH3:9])[CH3:10], predict the reactants needed to synthesize it. The reactants are: [CH:1]1([NH2:7])[CH2:6][CH2:5][CH2:4][CH2:3][CH2:2]1.[C:8]([O:12][C:13](=[O:28])[CH2:14][C@@H:15]([CH2:19][CH2:20][CH2:21][C:22]1[CH:27]=[CH:26][CH:25]=[CH:24][CH:23]=1)[C:16]([OH:18])=[O:17])([CH3:11])([CH3:10])[CH3:9].C(OCC)(=O)C.C(O)(=O)CC(CC(O)=O)(C(O)=O)O.C1(N)CCCCC1. (3) Given the product [S:2](=[O:4])(=[O:3])([O:5][CH2:6][C@@H:7]1[CH2:8][C@@H:9]([N:13]2[C:17]3[N:18]=[CH:19][N:20]=[C:21]([C:22]4[NH:23][C:24]5[C:29]([CH:30]=4)=[CH:28][C:27]([O:31][CH3:32])=[CH:26][CH:25]=5)[C:16]=3[CH:15]=[CH:14]2)[CH2:10][C@@H:11]1[OH:12])[NH2:1], predict the reactants needed to synthesize it. The reactants are: [NH2:1][S:2]([O:5][CH2:6][C@H:7]1[C@@H:11]([OH:12])[CH2:10][C@H:9]([N:13]2[C:17]3[N:18]=[CH:19][N:20]=[C:21]([C:22]4[N:23](C(OC(C)(C)C)=O)[C:24]5[C:29]([CH:30]=4)=[CH:28][C:27]([O:31][CH3:32])=[CH:26][CH:25]=5)[C:16]=3[CH:15]=[CH:14]2)[CH2:8]1)(=[O:4])=[O:3].CO.C(=O)([O-])[O-].[K+].[K+]. (4) The reactants are: [Cl:1][C:2]1[CH:3]=[CH:4][C:5]([O:17]C)=[C:6]([C:8]2[CH:9]=[N:10][N:11]3[CH2:16][CH2:15][CH2:14][NH:13][C:12]=23)[CH:7]=1.B(Br)(Br)Br. Given the product [Cl:1][C:2]1[CH:3]=[CH:4][C:5]([OH:17])=[C:6]([C:8]2[CH:9]=[N:10][N:11]3[CH2:16][CH2:15][CH2:14][NH:13][C:12]=23)[CH:7]=1, predict the reactants needed to synthesize it. (5) Given the product [Br:1][C:2]1[CH:7]=[CH:6][C:5]([CH:8]([C:23]2[CH:28]=[CH:27][CH:26]=[CH:25][C:24]=2[CH3:29])[CH2:9]/[C:10](/[C:12]2[CH:13]=[CH:14][C:15](=[O:22])[N:16]([CH2:18][C:19]([NH2:21])=[O:20])[CH:17]=2)=[N:31]\[OH:32])=[CH:4][CH:3]=1, predict the reactants needed to synthesize it. The reactants are: [Br:1][C:2]1[CH:7]=[CH:6][C:5]([CH:8]([C:23]2[CH:28]=[CH:27][CH:26]=[CH:25][C:24]=2[CH3:29])[CH2:9][C:10]([C:12]2[CH:13]=[CH:14][C:15](=[O:22])[N:16]([CH2:18][C:19]([NH2:21])=[O:20])[CH:17]=2)=O)=[CH:4][CH:3]=1.Cl.[NH2:31][OH:32].C([O-])(O)=O.[Na+]. (6) Given the product [CH3:21][O:8][C:16](=[O:18])[CH2:15][C@H:14]1[CH2:13][C@@H:12]([CH2:11][S:7][C:6]2[N:2]([CH3:1])[N:3]=[N:4][N:5]=2)[O:17][C:28]([CH3:30])([CH3:29])[O:19]1, predict the reactants needed to synthesize it. The reactants are: [CH3:1][N:2]1[C:6]([SH:7])=[N:5][N:4]=[N:3]1.[OH-:8].[Na+].Cl[CH2:11][C@H:12]1[O:17][C:16](=[O:18])[CH2:15][C@H:14]([OH:19])[CH2:13]1.Cl.[CH3:21]S(O)(=O)=O.CO[C:28](OC)([CH3:30])[CH3:29]. (7) Given the product [CH3:13][O:12][C:7]1[CH:6]=[C:5]2[C:10]([CH:11]=[C:2]([CH:31]=[CH2:32])[C:3]([O:14][C@H:15]3[CH2:19][N:18]([C:20]([O:22][C:23]([CH3:24])([CH3:25])[CH3:26])=[O:21])[C@H:17]([C:27]([O:29][CH3:30])=[O:28])[CH2:16]3)=[N:4]2)=[CH:9][CH:8]=1, predict the reactants needed to synthesize it. The reactants are: Br[C:2]1[C:3]([O:14][C@H:15]2[CH2:19][N:18]([C:20]([O:22][C:23]([CH3:26])([CH3:25])[CH3:24])=[O:21])[C@H:17]([C:27]([O:29][CH3:30])=[O:28])[CH2:16]2)=[N:4][C:5]2[C:10]([CH:11]=1)=[CH:9][CH:8]=[C:7]([O:12][CH3:13])[CH:6]=2.[CH:31]([B-](F)(F)F)=[CH2:32].[K+].CCOC(C)=O.O.